From a dataset of Full USPTO retrosynthesis dataset with 1.9M reactions from patents (1976-2016). Predict the reactants needed to synthesize the given product. (1) Given the product [OH:8][C:9]1[CH:14]=[CH:13][C:12]([NH:15][C:16](=[O:26])[CH2:17][NH:18][C:19](=[O:25])[O:20][C:21]([CH3:22])([CH3:23])[CH3:24])=[CH:11][CH:10]=1, predict the reactants needed to synthesize it. The reactants are: C([O:8][C:9]1[CH:14]=[CH:13][C:12]([NH:15][C:16](=[O:26])[CH2:17][NH:18][C:19](=[O:25])[O:20][C:21]([CH3:24])([CH3:23])[CH3:22])=[CH:11][CH:10]=1)C1C=CC=CC=1.C([O-])=O.[NH4+]. (2) Given the product [Br:1][C:2]1[C:3]2[CH:12]=[C:11]([C:13]([NH:24][CH2:25][CH3:26])=[O:15])[NH:10][C:4]=2[C:5](=[O:9])[N:6]([CH3:8])[CH:7]=1, predict the reactants needed to synthesize it. The reactants are: [Br:1][C:2]1[C:3]2[CH:12]=[C:11]([C:13]([OH:15])=O)[NH:10][C:4]=2[C:5](=[O:9])[N:6]([CH3:8])[CH:7]=1.CN(C(O[N:24]1N=N[C:26]2C=CC=N[C:25]1=2)=[N+](C)C)C.F[P-](F)(F)(F)(F)F.C(N(C(C)C)C(C)C)C.C(N)C. (3) Given the product [F:43][C:40]([F:41])([F:42])[C:37]1[N:36]=[CH:35][C:34]([NH:33][C:18]([C:17]2[CH:21]=[CH:22][C:14]([O:13][C:12]3[CH:11]=[C:10]4[C:5]([CH:6]([C:23]([O:25][CH3:26])=[O:24])[CH2:7][CH2:8][O:9]4)=[CH:4][C:3]=3[C:1]#[N:2])=[CH:15][CH:16]=2)=[O:20])=[CH:39][CH:38]=1, predict the reactants needed to synthesize it. The reactants are: [C:1]([C:3]1[CH:4]=[C:5]2[C:10](=[CH:11][C:12]=1[O:13][C:14]1[CH:22]=[CH:21][C:17]([C:18]([OH:20])=O)=[CH:16][CH:15]=1)[O:9][CH2:8][CH2:7][CH:6]2[C:23]([O:25][CH3:26])=[O:24])#[N:2].C(Cl)(=O)C(Cl)=O.[NH2:33][C:34]1[CH:35]=[N:36][C:37]([C:40]([F:43])([F:42])[F:41])=[CH:38][CH:39]=1.C(N(C(C)C)CC)(C)C. (4) Given the product [CH3:1][C:2]1[S:3][CH:4]=[C:5]([C:7]2[S:11][C:10]([S:12]([NH:27][C:23]3[CH:24]=[CH:25][CH:26]=[C:21]([C:20]4[NH:19][N:18]=[N:17][N:16]=4)[CH:22]=3)(=[O:14])=[O:13])=[CH:9][CH:8]=2)[N:6]=1, predict the reactants needed to synthesize it. The reactants are: [CH3:1][C:2]1[S:3][CH:4]=[C:5]([C:7]2[S:11][C:10]([S:12](Cl)(=[O:14])=[O:13])=[CH:9][CH:8]=2)[N:6]=1.[NH:16]1[C:20]([C:21]2[CH:22]=[C:23]([NH2:27])[CH:24]=[CH:25][CH:26]=2)=[N:19][N:18]=[N:17]1. (5) Given the product [CH3:11][O:21][C:19]([C:18]1[S:22][C:2]2=[CH:3][N:4]=[CH:5][C:6]([Br:10])=[C:7]2[CH:8]=1)=[O:20], predict the reactants needed to synthesize it. The reactants are: Br[C:2]1[CH:3]=[N:4][CH:5]=[C:6]([Br:10])[C:7]=1[CH:8]=O.[C:11](=O)([O-])[O-].[Cs+].[Cs+].C[CH:18]([SH:22])[C:19]([O-:21])=[O:20].